From a dataset of Full USPTO retrosynthesis dataset with 1.9M reactions from patents (1976-2016). Predict the reactants needed to synthesize the given product. (1) Given the product [O:11]([C:18]1[CH:19]=[C:20]([C:2]2[C:3]3[N:10]([CH2:28][CH:29]4[CH2:34][CH2:33][CH2:32][N:31]([C:35](=[O:37])[CH:42]=[CH2:43])[CH2:30]4)[CH:9]=[CH:8][C:4]=3[N:5]=[CH:6][N:7]=2)[CH:21]=[CH:22][CH:23]=1)[C:12]1[CH:17]=[CH:16][CH:15]=[CH:14][CH:13]=1, predict the reactants needed to synthesize it. The reactants are: Cl[C:2]1[C:3]2[NH:10][CH:9]=[CH:8][C:4]=2[N:5]=[CH:6][N:7]=1.[O:11]([C:18]1[CH:19]=[C:20](B(O)O)[CH:21]=[CH:22][CH:23]=1)[C:12]1[CH:17]=[CH:16][CH:15]=[CH:14][CH:13]=1.O[CH2:28][CH:29]1[CH2:34][CH2:33][CH2:32][N:31]([C:35]([O:37]C(C)(C)C)=O)[CH2:30]1.[C:42](Cl)(=O)[CH:43]=C. (2) Given the product [CH2:1]([C:3]1[CH:4]=[CH:5][C:6]([CH:9]2[CH2:10][CH:11]([C:23]3[O:24][N:29]=[C:28]([C:30]4[CH:35]=[CH:34][CH:33]=[C:32]([CH3:36])[N:31]=4)[N:27]=3)[CH2:12][N:13]([C:15]([N:17]3[CH2:22][CH2:21][O:20][CH2:19][CH2:18]3)=[O:16])[CH2:14]2)=[CH:7][CH:8]=1)[CH3:2], predict the reactants needed to synthesize it. The reactants are: [CH2:1]([C:3]1[CH:8]=[CH:7][C:6]([CH:9]2[CH2:14][N:13]([C:15]([N:17]3[CH2:22][CH2:21][O:20][CH2:19][CH2:18]3)=[O:16])[CH2:12][CH:11]([C:23](O)=[O:24])[CH2:10]2)=[CH:5][CH:4]=1)[CH3:2].O[NH:27][C:28]([C:30]1[CH:35]=[CH:34][CH:33]=[C:32]([CH3:36])[N:31]=1)=[NH:29]. (3) Given the product [Cl:10][C:11]1[N:16]=[C:15]([NH:18][C:19]2[C:24]3[O:25][CH2:26][O:27][C:23]=3[CH:22]=[C:21]([CH2:28][OH:29])[CH:20]=2)[CH:14]=[CH:13][N:12]=1, predict the reactants needed to synthesize it. The reactants are: CCN(C(C)C)C(C)C.[Cl:10][C:11]1[N:16]=[C:15](Cl)[CH:14]=[CH:13][N:12]=1.[NH2:18][C:19]1[C:24]2[O:25][CH2:26][O:27][C:23]=2[CH:22]=[C:21]([CH2:28][OH:29])[CH:20]=1. (4) Given the product [CH2:1]([C:3]1[O:7][C:6]([C:14]2[CH:19]=[CH:18][C:17]([N+:20]([O-:22])=[O:21])=[CH:16][CH:15]=2)=[N:5][C:4]=1[C:8]([O:10][CH2:11][CH3:12])=[O:9])[CH3:2], predict the reactants needed to synthesize it. The reactants are: [CH2:1]([C:3]1[O:7][CH:6]=[N:5][C:4]=1[C:8]([O:10][CH2:11][CH3:12])=[O:9])[CH3:2].I[C:14]1[CH:19]=[CH:18][C:17]([N+:20]([O-:22])=[O:21])=[CH:16][CH:15]=1.CC1C=CC=CC=1P(C1C=CC=CC=1C)C1C=CC=CC=1C.C(=O)([O-])[O-].[Cs+].[Cs+]. (5) Given the product [C:1]([C:3]1[CH:8]=[CH:7][C:6]([CH:9]2[C:18]3[C:13](=[CH:14][CH:15]=[N:16][C:17]=3[O:19][CH2:20][CH3:21])[NH:12][C:11]([CH3:22])=[C:10]2[C:23]([OH:25])=[O:24])=[C:5]([O:30][C:31]([F:32])([F:33])[F:34])[CH:4]=1)#[N:2], predict the reactants needed to synthesize it. The reactants are: [C:1]([C:3]1[CH:8]=[CH:7][C:6]([CH:9]2[C:18]3[C:13](=[CH:14][CH:15]=[N:16][C:17]=3[O:19][CH2:20][CH3:21])[NH:12][C:11]([CH3:22])=[C:10]2[C:23]([O:25]CCC#N)=[O:24])=[C:5]([O:30][C:31]([F:34])([F:33])[F:32])[CH:4]=1)#[N:2].[OH-].[Na+].C(OCC)C.O.